This data is from Forward reaction prediction with 1.9M reactions from USPTO patents (1976-2016). The task is: Predict the product of the given reaction. (1) Given the reactants [NH2:1][C:2]1[S:3][C:4]2[CH:10]=[CH:9][C:8](Br)=[CH:7][C:5]=2[N:6]=1.CN(C)CCN(C)C.C([Li])(C)(C)C.[B:25](OC(C)C)([O:30]C(C)C)[O:26]C(C)C.S(=O)(=O)(O)O, predict the reaction product. The product is: [NH2:1][C:2]1[S:3][C:4]2[CH:10]=[CH:9][C:8]([B:25]([OH:30])[OH:26])=[CH:7][C:5]=2[N:6]=1. (2) Given the reactants [C:1]([O:5][C:6]([N:8]1[CH2:13][C:12](=[O:14])[N:11]([C:15]2[CH:20]=[CH:19][C:18]([O:21][CH2:22][CH2:23][CH2:24][O:25][CH2:26][C:27]3[CH:32]=[CH:31][CH:30]=[CH:29][C:28]=3[O:33][CH3:34])=[CH:17][CH:16]=2)[C@@H:10]([CH2:35][OH:36])[CH2:9]1)=[O:7])([CH3:4])([CH3:3])[CH3:2].C(N(CC)CC)C.[F:44][C:45]([F:58])([F:57])[S:46](O[S:46]([C:45]([F:58])([F:57])[F:44])(=[O:48])=[O:47])(=[O:48])=[O:47], predict the reaction product. The product is: [C:1]([O:5][C:6]([N:8]1[CH2:9][C@H:10]([CH2:35][O:36][S:46]([C:45]([F:58])([F:57])[F:44])(=[O:48])=[O:47])[N:11]([C:15]2[CH:20]=[CH:19][C:18]([O:21][CH2:22][CH2:23][CH2:24][O:25][CH2:26][C:27]3[CH:32]=[CH:31][CH:30]=[CH:29][C:28]=3[O:33][CH3:34])=[CH:17][CH:16]=2)[C:12](=[O:14])[CH2:13]1)=[O:7])([CH3:2])([CH3:4])[CH3:3]. (3) Given the reactants [F:1][C:2]1[CH:3]=[C:4]([C:13]([CH3:17])([CH3:16])[CH:14]=[O:15])[CH:5]=[C:6]2[C:11]=1[C:10](=[O:12])[NH:9][CH:8]=[CH:7]2.[BH4-].[Na+], predict the reaction product. The product is: [F:1][C:2]1[CH:3]=[C:4]([C:13]([CH3:17])([CH3:16])[CH2:14][OH:15])[CH:5]=[C:6]2[C:11]=1[C:10](=[O:12])[NH:9][CH:8]=[CH:7]2.